Dataset: Forward reaction prediction with 1.9M reactions from USPTO patents (1976-2016). Task: Predict the product of the given reaction. (1) Given the reactants C1(P(C2C=CC=CC=2)C2C=CC=CC=2)C=CC=CC=1.BrN1C(=O)CCC1=O.[CH3:28][S:29]([C:32]1[CH:33]=[C:34]([CH:42]([CH2:46][CH:47]2[CH2:51][CH2:50][CH2:49][CH2:48]2)[C:43](O)=[O:44])[CH:35]=[CH:36][C:37]=1[S:38]([CH3:41])(=[O:40])=[O:39])(=[O:31])=[O:30].[NH2:52][C:53]1[CH:58]=[CH:57][CH:56]=[CH:55][N:54]=1, predict the reaction product. The product is: [CH3:28][S:29]([C:32]1[CH:33]=[C:34]([CH:42]([CH2:46][CH:47]2[CH2:48][CH2:49][CH2:50][CH2:51]2)[C:43]([NH:52][C:53]2[CH:58]=[CH:57][CH:56]=[CH:55][N:54]=2)=[O:44])[CH:35]=[CH:36][C:37]=1[S:38]([CH3:41])(=[O:40])=[O:39])(=[O:31])=[O:30]. (2) Given the reactants [C:1]1([C@@H:7]2[CH2:9][C@H:8]2[C:10]([OH:12])=O)[CH:6]=[CH:5][CH:4]=[CH:3][CH:2]=1.F[P-](F)(F)(F)(F)F.C[N+](C)=C(N(C)C)ON1C2N=CC=CC=2N=N1.C(N(CC)CC)C.[CH:44]([O:47][C:48]1[N:53]=[CH:52][C:51]([C@@H:54]([NH2:56])[CH3:55])=[CH:50][CH:49]=1)([CH3:46])[CH3:45], predict the reaction product. The product is: [CH:44]([O:47][C:48]1[N:53]=[CH:52][C:51]([C@@H:54]([NH:56][C:10]([C@H:8]2[CH2:9][C@@H:7]2[C:1]2[CH:2]=[CH:3][CH:4]=[CH:5][CH:6]=2)=[O:12])[CH3:55])=[CH:50][CH:49]=1)([CH3:46])[CH3:45]. (3) Given the reactants [CH:1]1([NH:4][C:5]([C:7]2[CH:8]=[C:9]([F:45])[C:10]([CH3:44])=[C:11]([C:13]3[CH:14]=[C:15]4[C:20](=[CH:21][CH:22]=3)[C:19](=[O:23])[N:18]([CH2:24][CH:25]3[CH2:27][CH2:26]3)[CH:17]=[C:16]4[S:28]([N:31]3[CH2:36][CH2:35][N:34](C(OC(C)(C)C)=O)[CH2:33][CH2:32]3)(=[O:30])=[O:29])[CH:12]=2)=[O:6])[CH2:3][CH2:2]1.FC(F)(F)C(O)=O, predict the reaction product. The product is: [CH:1]1([NH:4][C:5](=[O:6])[C:7]2[CH:8]=[C:9]([F:45])[C:10]([CH3:44])=[C:11]([C:13]3[CH:14]=[C:15]4[C:20](=[CH:21][CH:22]=3)[C:19](=[O:23])[N:18]([CH2:24][CH:25]3[CH2:27][CH2:26]3)[CH:17]=[C:16]4[S:28]([N:31]3[CH2:36][CH2:35][NH:34][CH2:33][CH2:32]3)(=[O:30])=[O:29])[CH:12]=2)[CH2:2][CH2:3]1. (4) Given the reactants [CH3:1][C:2]1[N:7]=[CH:6][C:5]([NH2:8])=[CH:4][CH:3]=1.C(OC([NH:16][CH2:17][CH2:18][CH2:19][CH2:20][C@H:21]([NH:25][C:26]([O:28][CH2:29][CH:30]1[C:42]2[CH:41]=[CH:40][CH:39]=[CH:38][C:37]=2[C:36]2[C:31]1=[CH:32][CH:33]=[CH:34][CH:35]=2)=[O:27])[C:22](O)=[O:23])=O)(C)(C)C, predict the reaction product. The product is: [CH:32]1[C:31]2[CH:30]([CH2:29][O:28][C:26](=[O:27])[NH:25][C@H:21]([C:22](=[O:23])[NH:8][C:5]3[CH:6]=[N:7][C:2]([CH3:1])=[CH:3][CH:4]=3)[CH2:20][CH2:19][CH2:18][CH2:17][NH2:16])[C:42]3[C:37](=[CH:38][CH:39]=[CH:40][CH:41]=3)[C:36]=2[CH:35]=[CH:34][CH:33]=1. (5) Given the reactants C[O:2][C:3](=O)[CH:4]=[CH:5][C:6](=[C:11]([NH:13][CH2:14][CH:15]1[CH2:20][CH2:19][CH2:18][CH2:17][CH2:16]1)[CH3:12])[C:7]([O:9][CH3:10])=[O:8].C[O-].[Na+].[Br:25]N1C(=O)CCC1=O, predict the reaction product. The product is: [CH3:10][O:9][C:7]([C:6]1[CH:5]=[C:4]([Br:25])[C:3](=[O:2])[N:13]([CH2:14][CH:15]2[CH2:20][CH2:19][CH2:18][CH2:17][CH2:16]2)[C:11]=1[CH3:12])=[O:8]. (6) The product is: [CH3:38][O:39][C:40](=[O:50])[CH2:41][C:42]1[CH:47]=[CH:46][C:45]([C:59]2[CH:60]=[CH:61][C:56]([C:53]([CH2:54][CH3:55])([C:72]3[CH:77]=[CH:76][C:75]([CH2:78][CH2:79][C:80]4([OH:85])[CH2:81][CH2:82][CH2:83][CH2:84]4)=[C:74]([CH3:86])[CH:73]=3)[CH2:51][CH3:52])=[CH:57][C:58]=2[CH3:71])=[CH:44][C:43]=1[F:49]. Given the reactants C1(P(C2CCCCC2)C2C=CC=CC=2C2C(OC)=CC=CC=2OC)CCCCC1.P([O-])([O-])([O-])=O.[K+].[K+].[K+].[CH3:38][O:39][C:40](=[O:50])[CH2:41][C:42]1[CH:47]=[CH:46][C:45](Cl)=[CH:44][C:43]=1[F:49].[CH2:51]([C:53]([C:72]1[CH:77]=[CH:76][C:75]([CH2:78][CH2:79][C:80]2([OH:85])[CH2:84][CH2:83][CH2:82][CH2:81]2)=[C:74]([CH3:86])[CH:73]=1)([C:56]1[CH:61]=[CH:60][C:59](B2OC(C)(C)C(C)(C)O2)=[C:58]([CH3:71])[CH:57]=1)[CH2:54][CH3:55])[CH3:52], predict the reaction product.